The task is: Predict which catalyst facilitates the given reaction.. This data is from Catalyst prediction with 721,799 reactions and 888 catalyst types from USPTO. (1) Reactant: [Cl:1][C:2]1[CH:3]=[C:4]([CH:10]=[C:11]([O:15][CH3:16])[C:12]=1[CH:13]=O)[C:5]([O:7][CH2:8][CH3:9])=[O:6].[CH3:17][N:18]([C@H:26]1[CH2:31][CH2:30][CH2:29][NH:28][CH2:27]1)[C:19](=[O:25])[O:20][C:21]([CH3:24])([CH3:23])[CH3:22]. Product: [Cl:1][C:2]1[CH:3]=[C:4]([CH:10]=[C:11]([O:15][CH3:16])[C:12]=1[CH2:13][N:28]1[CH2:29][CH2:30][CH2:31][C@H:26]([N:18]([CH3:17])[C:19]([O:20][C:21]([CH3:23])([CH3:22])[CH3:24])=[O:25])[CH2:27]1)[C:5]([O:7][CH2:8][CH3:9])=[O:6]. The catalyst class is: 22. (2) Reactant: [CH2:1]([O:8][C:9]1[CH:17]=[CH:16][C:12]([C:13](O)=[O:14])=[CH:11][CH:10]=1)[C:2]1[CH:7]=[CH:6][CH:5]=[CH:4][CH:3]=1.C(Cl)(=O)C([Cl:21])=O.CN(C)C=O. Product: [CH2:1]([O:8][C:9]1[CH:17]=[CH:16][C:12]([C:13]([Cl:21])=[O:14])=[CH:11][CH:10]=1)[C:2]1[CH:7]=[CH:6][CH:5]=[CH:4][CH:3]=1. The catalyst class is: 4. (3) Reactant: [NH:1]1[C:9]2[C:4](=[CH:5][CH:6]=[CH:7][CH:8]=2)[C:3]([C:10](=[O:14])[C:11](Cl)=[O:12])=[CH:2]1.[C:15]1([CH:21]([C:24]2[CH:29]=[CH:28][CH:27]=[CH:26][CH:25]=2)[CH2:22][NH2:23])[CH:20]=[CH:19][CH:18]=[CH:17][CH:16]=1. Product: [C:24]1([CH:21]([C:15]2[CH:16]=[CH:17][CH:18]=[CH:19][CH:20]=2)[CH2:22][NH:23][C:11](=[O:12])[C:10]([C:3]2[C:4]3[C:9](=[CH:8][CH:7]=[CH:6][CH:5]=3)[NH:1][CH:2]=2)=[O:14])[CH:25]=[CH:26][CH:27]=[CH:28][CH:29]=1. The catalyst class is: 23. (4) Reactant: I[C:2]1[C:3]([CH3:13])=[CH:4][CH:5]=[C:6]2[C:10]=1[N:9]([CH3:11])[N:8]=[C:7]2[NH2:12].[CH3:14][NH:15][C:16]1[N:25]=[CH:24][C:23]2[C:18](=[CH:19][CH:20]=[C:21](B3OC(C)(C)C(C)(C)O3)[CH:22]=2)[N:17]=1.C(=O)([O-])[O-].[Na+].[Na+]. Product: [NH2:12][C:7]1[C:6]2[C:10](=[C:2]([C:21]3[CH:22]=[C:23]4[C:18](=[CH:19][CH:20]=3)[N:17]=[C:16]([NH:15][CH3:14])[N:25]=[CH:24]4)[C:3]([CH3:13])=[CH:4][CH:5]=2)[N:9]([CH3:11])[N:8]=1. The catalyst class is: 62. (5) Reactant: C[O:2][C:3]1[CH:23]=[CH:22][C:6]2[O:7][CH2:8][C:9]3[CH:21]=[CH:20][CH:19]=[CH:18][C:10]=3[CH:11]([CH2:12][CH2:13][CH2:14][N:15]([CH3:17])[CH3:16])[C:5]=2[CH:4]=1.I. The catalyst class is: 15. Product: [OH:2][C:3]1[CH:23]=[CH:22][C:6]2[O:7][CH2:8][C:9]3[CH:21]=[CH:20][CH:19]=[CH:18][C:10]=3/[C:11](=[CH:12]/[CH2:13][CH2:14][N:15]([CH3:17])[CH3:16])/[C:5]=2[CH:4]=1. (6) Reactant: [Cl:1][C:2]1[CH:3]=[C:4]([S:9](Cl)(=[O:11])=[O:10])[CH:5]=[CH:6][C:7]=1[Cl:8].[NH:13]1[CH2:18][CH2:17][CH:16]([CH2:19][NH:20][C:21](=[O:27])[O:22][C:23]([CH3:26])([CH3:25])[CH3:24])[CH2:15][CH2:14]1.C(N(CC)CC)C.CO. Product: [Cl:1][C:2]1[CH:3]=[C:4]([S:9]([N:13]2[CH2:18][CH2:17][CH:16]([CH2:19][NH:20][C:21](=[O:27])[O:22][C:23]([CH3:25])([CH3:24])[CH3:26])[CH2:15][CH2:14]2)(=[O:11])=[O:10])[CH:5]=[CH:6][C:7]=1[Cl:8]. The catalyst class is: 2. (7) Reactant: [C:1]([NH:8][C@H:9]([C:19]([OH:21])=O)[CH2:10][C:11]1[CH:16]=[CH:15][C:14]([C:17]#[N:18])=[CH:13][CH:12]=1)([O:3][C:4]([CH3:7])([CH3:6])[CH3:5])=[O:2].CN([C:25]([O:29][N:30]1N=NC2C=CC=C[C:31]1=2)=[N+](C)C)C.[B-](F)(F)(F)F.CCN(C(C)C)C(C)C.Cl.CNOC. Product: [C:1]([NH:8][CH:9]([CH2:10][C:11]1[CH:12]=[CH:13][C:14]([C:17]#[N:18])=[CH:15][CH:16]=1)[C:19]([N:30]([O:29][CH3:25])[CH3:31])=[O:21])([O:3][C:4]([CH3:5])([CH3:6])[CH3:7])=[O:2]. The catalyst class is: 2. (8) Product: [NH2:13][O:12][CH2:11][CH2:10][NH:9][S:8]([NH:7][C:6](=[O:26])[O:5][C:1]([CH3:3])([CH3:2])[CH3:4])(=[O:25])=[O:24]. The catalyst class is: 8. Reactant: [C:1]([O:5][C:6](=[O:26])[NH:7][S:8](=[O:25])(=[O:24])[NH:9][CH2:10][CH2:11][O:12][N:13]1C(=O)C2C(=CC=CC=2)C1=O)([CH3:4])([CH3:3])[CH3:2].C(Cl)Cl.O.NN. (9) Reactant: [CH3:1][CH2:2][CH2:3][CH:4]1[O:24][C@:23]2([C:25]([CH2:27][OH:28])=[O:26])[C@@H:6]([CH2:7][C@@H:8]3[C@:22]2([CH3:29])[CH2:21][C@H:20]([OH:30])[C@H:19]2[C@H:9]3[CH2:10][CH2:11][C:12]3[C@:18]2([CH3:31])[CH:17]=[CH:16][C:14](=[O:15])[CH:13]=3)[O:5]1.[C:32]1(=[O:38])[O:37][C:35](=[O:36])[CH2:34][CH2:33]1.[OH2:39].Cl. Product: [CH3:1][CH2:2][CH2:3][CH:4]1[O:24][C@:23]2([C:25]([CH2:27][OH:28])=[O:26])[C@@H:6]([CH2:7][C@@H:8]3[C@:22]2([CH3:29])[CH2:21][C@H:20]([OH:30])[C@H:19]2[C@H:9]3[CH2:10][CH2:11][C:12]3[C@:18]2([CH3:31])[CH:17]=[CH:16][C:14](=[O:15])[CH:13]=3)[O:5]1.[C:35]([O-:37])(=[O:36])[CH2:34][CH2:33][C:32]([O-:38])=[O:39]. The catalyst class is: 17. (10) Reactant: [CH3:1][S:2]([O:5][C:6]1[CH:32]=[CH:31][C:9]([O:10][CH2:11][CH2:12][C:13]2[CH:14]=[C:15]([CH:28]=[CH:29][CH:30]=2)[O:16][CH2:17][C:18]2[CH:27]=[CH:26][CH:25]=[CH:24][C:19]=2[C:20]([O:22]C)=[O:21])=[CH:8][CH:7]=1)(=[O:4])=[O:3].[OH-].[Li+].Cl. Product: [CH3:1][S:2]([O:5][C:6]1[CH:32]=[CH:31][C:9]([O:10][CH2:11][CH2:12][C:13]2[CH:14]=[C:15]([CH:28]=[CH:29][CH:30]=2)[O:16][CH2:17][C:18]2[CH:27]=[CH:26][CH:25]=[CH:24][C:19]=2[C:20]([OH:22])=[O:21])=[CH:8][CH:7]=1)(=[O:4])=[O:3]. The catalyst class is: 20.